This data is from Forward reaction prediction with 1.9M reactions from USPTO patents (1976-2016). The task is: Predict the product of the given reaction. (1) Given the reactants Cl.[CH3:2][C@@H:3]([NH2:11])[CH2:4][N:5]1[CH2:10][CH2:9][O:8][CH2:7][CH2:6]1.[Br:12][C:13]1[CH:14]=[CH:15][C:16](F)=[C:17]([N+:19]([O-:21])=[O:20])[CH:18]=1.C(N(CC)CC)C, predict the reaction product. The product is: [Br:12][C:13]1[CH:14]=[CH:15][C:16]([NH:11][C@H:3]([CH3:2])[CH2:4][N:5]2[CH2:10][CH2:9][O:8][CH2:7][CH2:6]2)=[C:17]([N+:19]([O-:21])=[O:20])[CH:18]=1. (2) The product is: [CH3:1][C:2]1[CH:3]=[CH:4][C:5]2[N:6]([CH:8]=[C:9]([C:11](=[O:13])[CH2:21][C:19]([O:18][CH2:17][CH3:16])=[O:20])[N:10]=2)[CH:7]=1. Given the reactants [CH3:1][C:2]1[CH:3]=[CH:4][C:5]2[N:6]([CH:8]=[C:9]([C:11]([O:13]CC)=O)[N:10]=2)[CH:7]=1.[CH3:16][CH2:17][O:18][C:19]([CH3:21])=[O:20].[H-].[Na+], predict the reaction product. (3) Given the reactants [NH2:1][C:2]1[CH:9]=[CH:8][CH:7]=[CH:6][C:3]=1[CH2:4][NH2:5].F[C:11]1[CH:19]=[N:18][CH:17]=[CH:16][C:12]=1[C:13]([OH:15])=[O:14], predict the reaction product. The product is: [NH2:1][C:2]1[CH:9]=[CH:8][CH:7]=[CH:6][C:3]=1[CH2:4][NH:5][C:16]1[CH:17]=[N:18][CH:19]=[CH:11][C:12]=1[C:13]([OH:15])=[O:14]. (4) The product is: [NH2:15][C:13]([NH:12][C:4]1[S:3][C:2]([CH3:1])=[N:6][C:5]=1[C:7]([NH:26][C@H:27]1[CH2:33][CH2:32][CH2:31][CH2:30][N:29]([C:34]([O:36][C:37]([CH3:38])([CH3:43])[CH3:22])=[O:35])[CH2:28]1)=[O:9])=[O:14]. Given the reactants [CH3:1][C:2]1[S:3][C:4]([NH:12][C:13]([NH:15]C(=O)C(Cl)(Cl)Cl)=[O:14])=[C:5]([C:7]([O:9]CC)=O)[N:6]=1.[CH3:22][Al](C)C.[NH2:26][C@H:27]1[CH2:33][CH2:32][CH2:31][CH2:30][N:29]([C:34]([O-:36])=[O:35])[CH2:28]1.[C@H:37](O)([C:43]([O-])=O)[C@@H:38](O)C([O-])=O.[Na+].[K+], predict the reaction product. (5) Given the reactants [F:1][C:2]1[CH:7]=[CH:6][C:5]([C:8]2[C:13]([N:14]3[CH2:19][CH2:18][CH:17]([C:20]([OH:22])=O)[CH2:16][CH2:15]3)=[CH:12][N:11]=[CH:10][N:9]=2)=[CH:4][CH:3]=1.Cl.[F:24][C@@H:25]1[CH2:29][CH2:28][NH:27][CH2:26]1.CN(C(ON1N=NC2C=CC=NC1=2)=[N+](C)C)C.F[P-](F)(F)(F)(F)F.CCN(C(C)C)C(C)C, predict the reaction product. The product is: [F:1][C:2]1[CH:7]=[CH:6][C:5]([C:8]2[C:13]([N:14]3[CH2:19][CH2:18][CH:17]([C:20]([N:27]4[CH2:28][CH2:29][C@@H:25]([F:24])[CH2:26]4)=[O:22])[CH2:16][CH2:15]3)=[CH:12][N:11]=[CH:10][N:9]=2)=[CH:4][CH:3]=1. (6) Given the reactants Cl.[NH2:2][C@H:3]1[CH2:8][CH2:7][C@H:6]([NH:9][C:10]([C:12]2[C:16]3=[N:17][CH:18]=[CH:19][C:20]([C:21]4[CH:26]=[C:25]([O:27][CH3:28])[C:24]([F:29])=[CH:23][C:22]=4[O:30][CH2:31][CH:32]4[CH2:34][CH2:33]4)=[C:15]3[NH:14][C:13]=2[CH3:35])=[O:11])[CH2:5][CH2:4]1.[C:36](Cl)(=[O:39])[CH2:37][CH3:38], predict the reaction product. The product is: [CH:32]1([CH2:31][O:30][C:22]2[CH:23]=[C:24]([F:29])[C:25]([O:27][CH3:28])=[CH:26][C:21]=2[C:20]2[CH:19]=[CH:18][N:17]=[C:16]3[C:12]([C:10]([NH:9][C@H:6]4[CH2:7][CH2:8][C@H:3]([NH:2][C:36](=[O:39])[CH2:37][CH3:38])[CH2:4][CH2:5]4)=[O:11])=[C:13]([CH3:35])[NH:14][C:15]=23)[CH2:33][CH2:34]1. (7) Given the reactants [F:1][C:2]([F:14])([F:13])[C:3]1[N:8]=[C:7]([OH:9])[CH:6]=[CH:5][C:4]=1[N+:10]([O-:12])=[O:11].[Cl:15][C:16]1[CH:21]=[CH:20][CH:19]=[C:18]([Cl:22])[C:17]=1[C:23]1[C:27]([CH2:28]O)=[C:26]([CH:30]([CH3:32])[CH3:31])[O:25][N:24]=1.C1(P(C2C=CC=CC=2)C2C=CC=CC=2)C=CC=CC=1, predict the reaction product. The product is: [Cl:22][C:18]1[CH:19]=[CH:20][CH:21]=[C:16]([Cl:15])[C:17]=1[C:23]1[C:27]([CH2:28][O:9][C:7]2[N:8]=[C:3]([C:2]([F:1])([F:13])[F:14])[C:4]([N+:10]([O-:12])=[O:11])=[CH:5][CH:6]=2)=[C:26]([CH:30]([CH3:32])[CH3:31])[O:25][N:24]=1. (8) Given the reactants [Cl:1][C:2]1[C:3]([C:9]([OH:11])=[O:10])=[N:4][CH:5]=[C:6]([OH:8])[CH:7]=1.C(=O)([O-])[O-].[K+].[K+].[CH2:18](Br)[C:19]#[CH:20].[C:22]1(C)[CH:27]=CC=C[CH:23]=1, predict the reaction product. The product is: [Cl:1][C:2]1[C:3]([C:9]([O:11][CH2:27][C:22]#[CH:23])=[O:10])=[N:4][CH:5]=[C:6]([O:8][CH2:18][C:19]#[CH:20])[CH:7]=1.